Task: Predict the product of the given reaction.. Dataset: Forward reaction prediction with 1.9M reactions from USPTO patents (1976-2016) (1) Given the reactants [Cl:1][C:2]1[CH:7]=[C:6]([C:8]2[N:9]=[C:10](O)[C:11]3[C:17]([O:18][CH3:19])=[CH:16][N:15]=[CH:14][C:12]=3[N:13]=2)[CH:5]=[CH:4][N:3]=1.[NH:21]1[CH2:26][CH2:25][NH:24][CH2:23][C:22]1=[O:27].C(OC(N1CCN(C2C3C(C4CC4)=CN=CC=3N=C(C3C=CN=C(Cl)C=3)N=2)CC1)=O)(C)(C)C, predict the reaction product. The product is: [Cl:1][C:2]1[CH:7]=[C:6]([C:8]2[N:9]=[C:10]([N:24]3[CH2:25][CH2:26][NH:21][C:22](=[O:27])[CH2:23]3)[C:11]3[C:17]([O:18][CH3:19])=[CH:16][N:15]=[CH:14][C:12]=3[N:13]=2)[CH:5]=[CH:4][N:3]=1. (2) The product is: [C:39]([C@H:2]1[C@H:7]([CH2:8][CH2:9][O:10][CH:11]([C:18]2[CH:23]=[CH:22][CH:21]=[CH:20][CH:19]=2)[C:12]2[CH:13]=[CH:14][CH:15]=[CH:16][CH:17]=2)[CH2:6][CH2:5][N:4]([CH2:24][C:25]2[CH:26]=[CH:27][C:28]([F:31])=[CH:29][CH:30]=2)[CH2:3]1)(=[O:42])[CH2:40][CH3:41]. Given the reactants O[CH:2]1[CH:7]([CH2:8][CH2:9][O:10][CH:11]([C:18]2[CH:23]=[CH:22][CH:21]=[CH:20][CH:19]=2)[C:12]2[CH:17]=[CH:16][CH:15]=[CH:14][CH:13]=2)[CH2:6][CH2:5][N:4]([CH2:24][C:25]2[CH:30]=[CH:29][C:28]([F:31])=[CH:27][CH:26]=2)[CH2:3]1.C(N(CC)CC)C.[C:39](Cl)(=[O:42])[CH2:40][CH3:41].O, predict the reaction product. (3) Given the reactants Cl[C:2]1[N:3]=[C:4]([N:19]2[CH2:24][CH2:23][O:22][CH2:21][CH2:20]2)[C:5]2[CH:10]=[C:9]([CH2:11][N:12]3[CH2:17][CH2:16][CH:15]([OH:18])[CH2:14][CH2:13]3)[S:8][C:6]=2[N:7]=1.[CH3:25][N:26]([C:34]1[N:39]=[CH:38][C:37](B2OC(C)(C)C(C)(C)O2)=[CH:36][N:35]=1)C(=O)OC(C)(C)C, predict the reaction product. The product is: [CH3:25][NH:26][C:34]1[N:39]=[CH:38][C:37]([C:2]2[N:3]=[C:4]([N:19]3[CH2:24][CH2:23][O:22][CH2:21][CH2:20]3)[C:5]3[CH:10]=[C:9]([CH2:11][N:12]4[CH2:17][CH2:16][CH:15]([OH:18])[CH2:14][CH2:13]4)[S:8][C:6]=3[N:7]=2)=[CH:36][N:35]=1.